This data is from HIV replication inhibition screening data with 41,000+ compounds from the AIDS Antiviral Screen. The task is: Binary Classification. Given a drug SMILES string, predict its activity (active/inactive) in a high-throughput screening assay against a specified biological target. (1) The compound is O=[PH]1c2ccccc2Nc2ccccc21. The result is 0 (inactive). (2) The drug is COc1ccc2[nH]c3c(c2c1)C(c1ccccc1)CC1C(=O)N(c2ccccc2)C(=O)C31. The result is 0 (inactive). (3) The compound is O=Cc1ccccc1COC(=O)c1cc(C(=O)OCc2ccccc2C=O)c(C(=O)OCc2ccccc2C=O)cc1C(=O)OCc1ccccc1C=O. The result is 0 (inactive). (4) The drug is CN(C)c1nc(N(C)C)nc(N(C)CN(C)c2ccccc2)n1. The result is 0 (inactive). (5) The drug is O=[N+]([O-])c1ccc(C2OC3CC4C5CCCC5C3C4O2)cc1. The result is 0 (inactive). (6) The drug is CC1=CC2(C)C=C(C)C3(OC(c4ccccc4)=C(C#N)C3=N2)C1=O. The result is 0 (inactive). (7) The molecule is CC(=O)NC1C(OCc2ccccc2)OC(CO)C(O)C1OCC(=O)NC(C)C(=O)NC(CCC(=O)NCCCCCNc1c2ccccc2nc2cccc([N+](=O)[O-])c12)C(N)=O. The result is 0 (inactive). (8) The drug is COc1ccc2c(c1)C(=O)CC(c1ccccc1OC)O2. The result is 0 (inactive). (9) The compound is NC(=S)NN=C(C(=O)Nc1nc2ccc([N+](=O)[O-])cc2s1)C1C(=O)NC(=S)NC1=O. The result is 0 (inactive). (10) The drug is O=c1c2cc([N+](=O)[O-])ccc2n(Cc2ccccc2)n1Cc1ccccc1. The result is 0 (inactive).